Dataset: Full USPTO retrosynthesis dataset with 1.9M reactions from patents (1976-2016). Task: Predict the reactants needed to synthesize the given product. (1) The reactants are: [CH:1]1([N:4]([CH3:20])[CH:5]2[CH2:14][CH2:13][C:12]([CH3:16])([CH3:15])[C:11]3[CH:10]=[C:9]([C:17](O)=[O:18])[CH:8]=[CH:7][C:6]2=3)[CH2:3][CH2:2]1.C(N(CC)CC)C.ClC(OCC)=O.[N-:34]=[N+:35]=[N-:36].[Na+]. Given the product [CH:1]1([N:4]([CH3:20])[CH:5]2[CH2:14][CH2:13][C:12]([CH3:16])([CH3:15])[C:11]3[CH:10]=[C:9]([C:17]([N:34]=[N+:35]=[N-:36])=[O:18])[CH:8]=[CH:7][C:6]2=3)[CH2:3][CH2:2]1, predict the reactants needed to synthesize it. (2) Given the product [CH:33]1([CH2:32][CH:31]([N:4]2[C:3](=[O:15])[CH:2]=[C:7]([O:26][C:25]3[C:19]4[O:18][C:17]([CH3:27])([CH3:16])[CH2:21][C:20]=4[CH:22]=[CH:23][CH:24]=3)[CH:6]=[N:5]2)[C:30]([OH:29])=[O:39])[CH2:37][CH2:36][CH2:35][CH2:34]1, predict the reactants needed to synthesize it. The reactants are: Cl[C:2]1[C:3](=[O:15])[N:4](C2CCCCO2)[N:5]=[CH:6][C:7]=1Cl.[CH3:16][C:17]1([CH3:27])[CH2:21][C:20]2[CH:22]=[CH:23][CH:24]=[C:25]([OH:26])[C:19]=2[O:18]1.C[O:29][C:30](=[O:39])[CH:31](Br)[CH2:32][CH:33]1[CH2:37][CH2:36][CH2:35][CH2:34]1. (3) Given the product [Br:2][C:3]1[CH:4]=[CH:5][C:6]([CH:7]2[N:8]([C:18](=[O:23])[CH2:19][CH2:20][CH2:21][CH3:22])[CH:9]([CH:13]([CH3:15])[CH3:14])[C:10](=[O:12])[O:11]2)=[CH:16][CH:17]=1, predict the reactants needed to synthesize it. The reactants are: [Na+].[Br:2][C:3]1[CH:17]=[CH:16][C:6]([CH:7]=[N:8][CH:9]([CH:13]([CH3:15])[CH3:14])[C:10]([O-:12])=[O:11])=[CH:5][CH:4]=1.[C:18](Cl)(=[O:23])[CH2:19][CH2:20][CH2:21][CH3:22].C(OCC)(=O)C. (4) Given the product [NH2:1][C:2]1[CH:3]=[C:4]([CH:9]=[CH:10][C:11]=1[F:12])[C:5]([NH:20][CH2:13][C:14]1[CH:19]=[CH:18][CH:17]=[CH:16][CH:15]=1)=[O:7], predict the reactants needed to synthesize it. The reactants are: [NH2:1][C:2]1[CH:3]=[C:4]([CH:9]=[CH:10][C:11]=1[F:12])[C:5]([O:7]C)=O.[CH2:13]([NH2:20])[C:14]1[CH:19]=[CH:18][CH:17]=[CH:16][CH:15]=1.N1CCCN2CCCN=C12.BrC1C=CC2N(N=CC=2C(NC2C=C(C(=O)NCC3C=CC=CC=3N3CCN(C)CC3)C=CC=2C)=O)C=1. (5) Given the product [CH3:13][C:30]1[CH:29]=[C:28]([S:25]([NH:24][C:52]2[S:56][N:55]=[CH:54][N:53]=2)(=[O:27])=[O:26])[CH:33]=[CH:32][C:31]=1[O:34][C:35]1[CH:40]=[CH:39][C:38]([C:41]([F:43])([F:42])[F:44])=[CH:37][C:36]=1[C:45]1[CH:50]=[CH:49][N:48]=[N:47][CH:46]=1, predict the reactants needed to synthesize it. The reactants are: CB1OB(C)OB(C)O1.ClCCl.[C:13](=O)([O-])[O-].[K+].[K+].COC1C=C(OC)C=CC=1C[N:24]([C:52]1[S:56][N:55]=[CH:54][N:53]=1)[S:25]([C:28]1[CH:33]=[CH:32][C:31]([O:34][C:35]2[CH:40]=[CH:39][C:38]([C:41]([F:44])([F:43])[F:42])=[CH:37][C:36]=2[C:45]2[CH:50]=[CH:49][N:48]=[N:47][CH:46]=2)=[C:30](I)[CH:29]=1)(=[O:27])=[O:26].CC1CCCO1. (6) Given the product [O:23]1[CH2:22][CH2:21][N:20]([C:18]([C:15]2[CH:14]=[CH:13][C:12]([C:9]3[CH:10]=[CH:11][C:6]4[N:7]([C:3]([C:1]#[C:2][C:28]5[CH:33]=[CH:32][N:31]=[CH:30][CH:29]=5)=[CH:4][N:5]=4)[N:8]=3)=[CH:17][CH:16]=2)=[O:19])[CH2:25][CH2:24]1, predict the reactants needed to synthesize it. The reactants are: [C:1]([C:3]1[N:7]2[N:8]=[C:9]([C:12]3[CH:17]=[CH:16][C:15]([C:18]([N:20]4[CH2:25][CH2:24][O:23][CH2:22][CH2:21]4)=[O:19])=[CH:14][CH:13]=3)[CH:10]=[CH:11][C:6]2=[N:5][CH:4]=1)#[CH:2].Cl.Br[C:28]1[CH:33]=[CH:32][N:31]=[CH:30][CH:29]=1.C1C=CC(P(C2C=CC=CC=2)C2C=CC=CC=2)=CC=1.CCN(C(C)C)C(C)C. (7) Given the product [Br:1][C:2]1[C:3]([C:9]([F:10])([F:12])[F:11])=[N:4][N:5]([CH2:20][C:21]([NH:23][C@H:24]([C:34]2[C:39]([C:40]3[CH:41]=[CH:42][C:43]([F:49])=[C:44]([CH:48]=3)[C:45]([NH2:47])=[O:46])=[CH:38][CH:37]=[CH:36][N:35]=2)[CH2:25][C:26]2[CH:31]=[C:30]([F:32])[CH:29]=[C:28]([F:33])[CH:27]=2)=[O:22])[C:6]=1[CH2:7][CH3:8], predict the reactants needed to synthesize it. The reactants are: [Br:1][C:2]1[C:3]([C:9]([F:12])([F:11])[F:10])=[N:4][NH:5][C:6]=1[CH2:7][CH3:8].CC(C)([O-])C.[K+].Cl[CH2:20][C:21]([NH:23][C@H:24]([C:34]1[C:39]([C:40]2[CH:41]=[CH:42][C:43]([F:49])=[C:44]([CH:48]=2)[C:45]([NH2:47])=[O:46])=[CH:38][CH:37]=[CH:36][N:35]=1)[CH2:25][C:26]1[CH:31]=[C:30]([F:32])[CH:29]=[C:28]([F:33])[CH:27]=1)=[O:22].C(OCC)(=O)C. (8) The reactants are: [NH2:1][C:2]1[C:10]2[C:5](=[N:6][C:7]([C:11]3[CH:12]=[C:13]([CH:20]=[CH:21][C:22]=3[CH3:23])[C:14]([NH:16][CH:17]3[CH2:19][CH2:18]3)=[O:15])=[CH:8][CH:9]=2)[NH:4][N:3]=1.[S:24]1[CH:28]=[CH:27][CH:26]=[C:25]1[S:29](Cl)(=[O:31])=[O:30]. Given the product [CH:17]1([NH:16][C:14](=[O:15])[C:13]2[CH:20]=[CH:21][C:22]([CH3:23])=[C:11]([C:7]3[N:6]=[C:5]4[NH:4][N:3]=[C:2]([NH:1][S:29]([C:25]5[S:24][CH:28]=[CH:27][CH:26]=5)(=[O:31])=[O:30])[C:10]4=[CH:9][CH:8]=3)[CH:12]=2)[CH2:18][CH2:19]1, predict the reactants needed to synthesize it. (9) Given the product [CH2:1]1[C:9]2[C:4](=[N:5][CH:6]=[C:7]3[CH2:12][CH2:11][CH:10]([CH2:13][CH2:14][NH2:15])[C:8]3=2)[O:3][CH2:2]1, predict the reactants needed to synthesize it. The reactants are: [CH2:1]1[C:9]2[C:4](=[N:5][CH:6]=[C:7]3[CH2:12][CH2:11][C:10](=[CH:13][C:14]#[N:15])[C:8]3=2)[O:3][CH2:2]1.N.C(O)C. (10) Given the product [N:1]1([CH2:6][CH2:7][CH2:8][O:9][C:10]2[CH:11]=[CH:12][C:13]([C:16]3([CH2:22][N:24]4[CH2:25][CH2:26][NH:27][CH2:28][CH2:29]4)[CH2:21][CH2:20][CH2:19][CH2:18][CH2:17]3)=[CH:14][CH:15]=2)[CH2:5][CH2:4][CH2:3][CH2:2]1, predict the reactants needed to synthesize it. The reactants are: [N:1]1([CH2:6][CH2:7][CH2:8][O:9][C:10]2[CH:15]=[CH:14][C:13]([C:16]3([C:22]([N:24]4[CH2:29][CH2:28][NH:27][CH2:26][CH2:25]4)=O)[CH2:21][CH2:20][CH2:19][CH2:18][CH2:17]3)=[CH:12][CH:11]=2)[CH2:5][CH2:4][CH2:3][CH2:2]1.[H-].[Al+3].[Li+].[H-].[H-].[H-].